From a dataset of Reaction yield outcomes from USPTO patents with 853,638 reactions. Predict the reaction yield, written as a fraction of the theoretical maximum amount of product (1.0 means a 100% yield; for example, 0.34 means a 34% yield). The catalyst is O1CCCC1. The reactants are [CH2:1]([O:8][C:9]1[C:14]2[N:15]=[C:16]([CH3:19])[N:17]([CH3:18])[C:13]=2[CH:12]=[C:11]([NH:20][C:21](=[O:23])[CH3:22])[CH:10]=1)[C:2]1[CH:7]=[CH:6][CH:5]=[CH:4][CH:3]=1.[CH3:24]I.[H-].[Na+].O. The product is [CH2:1]([O:8][C:9]1[C:14]2[N:15]=[C:16]([CH3:19])[N:17]([CH3:18])[C:13]=2[CH:12]=[C:11]([N:20]([CH3:24])[C:21](=[O:23])[CH3:22])[CH:10]=1)[C:2]1[CH:3]=[CH:4][CH:5]=[CH:6][CH:7]=1. The yield is 0.990.